This data is from Forward reaction prediction with 1.9M reactions from USPTO patents (1976-2016). The task is: Predict the product of the given reaction. Given the reactants [CH3:1][O:2][C:3]1[CH:12]=[C:11]([O:13][CH3:14])[CH:10]=[C:9]2[C:4]=1[C:5](=[O:29])[NH:6][C:7]([C:15]1[CH:20]=[CH:19][C:18]([NH:21][C:22]([CH2:24][O:25]C(=O)C)=[O:23])=[CH:17][CH:16]=1)=[N:8]2.C(=O)([O-])[O-].[K+].[K+], predict the reaction product. The product is: [CH3:1][O:2][C:3]1[CH:12]=[C:11]([O:13][CH3:14])[CH:10]=[C:9]2[C:4]=1[C:5](=[O:29])[NH:6][C:7]([C:15]1[CH:16]=[CH:17][C:18]([NH:21][C:22](=[O:23])[CH2:24][OH:25])=[CH:19][CH:20]=1)=[N:8]2.